This data is from Reaction yield outcomes from USPTO patents with 853,638 reactions. The task is: Predict the reaction yield, written as a fraction of the theoretical maximum amount of product (1.0 means a 100% yield; for example, 0.34 means a 34% yield). (1) The reactants are [CH2:1]([O:4][C:5]1[CH:10]=[CH:9][C:8]([CH2:11][SH:12])=[C:7]([CH3:13])[CH:6]=1)[CH:2]=[CH2:3].[CH3:14][N:15]1[C:19]([CH2:20][CH2:21]OS(C2C=CC(C)=CC=2)(=O)=O)=[CH:18][CH:17]=[N:16]1.[H-].[Na+]. The catalyst is CN(C)C=O. The product is [CH2:1]([O:4][C:5]1[CH:10]=[CH:9][C:8]([CH2:11][S:12][CH2:21][CH2:20][C:19]2[N:15]([CH3:14])[N:16]=[CH:17][CH:18]=2)=[C:7]([CH3:13])[CH:6]=1)[CH:2]=[CH2:3]. The yield is 0.720. (2) The product is [CH3:1][O:2][C:3](=[O:12])[C:4]1[CH:9]=[CH:8][C:7]([B:13]2[O:17][C:16]([CH3:19])([CH3:18])[C:15]([CH3:21])([CH3:20])[O:14]2)=[CH:6][C:5]=1[F:11]. The yield is 0.950. The reactants are [CH3:1][O:2][C:3](=[O:12])[C:4]1[CH:9]=[CH:8][C:7](Br)=[CH:6][C:5]=1[F:11].[B:13]1([B:13]2[O:17][C:16]([CH3:19])([CH3:18])[C:15]([CH3:21])([CH3:20])[O:14]2)[O:17][C:16]([CH3:19])([CH3:18])[C:15]([CH3:21])([CH3:20])[O:14]1.C([O-])(=O)C.[K+]. The catalyst is CS(C)=O.C1C=CC(P(C2C=CC=CC=2)[C-]2C=CC=C2)=CC=1.C1C=CC(P(C2C=CC=CC=2)[C-]2C=CC=C2)=CC=1.Cl[Pd]Cl.[Fe+2].